This data is from Reaction yield outcomes from USPTO patents with 853,638 reactions. The task is: Predict the reaction yield, written as a fraction of the theoretical maximum amount of product (1.0 means a 100% yield; for example, 0.34 means a 34% yield). The reactants are OCC(CO)(C)C[O:5][C:6](=[O:28])[CH2:7][C:8]1[S:9][C:10]([C:13]2[CH:18]=[CH:17][N:16]=[C:15]([NH:19][C:20]3[CH:25]=[CH:24][CH:23]=[C:22]([CH2:26][OH:27])[CH:21]=3)[N:14]=2)=[CH:11][CH:12]=1.[OH-].[Na+]. The catalyst is C1COCC1. The product is [OH:27][CH2:26][C:22]1[CH:21]=[C:20]([NH:19][C:15]2[N:14]=[C:13]([C:10]3[S:9][C:8]([CH2:7][C:6]([OH:28])=[O:5])=[CH:12][CH:11]=3)[CH:18]=[CH:17][N:16]=2)[CH:25]=[CH:24][CH:23]=1. The yield is 0.900.